Dataset: Reaction yield outcomes from USPTO patents with 853,638 reactions. Task: Predict the reaction yield, written as a fraction of the theoretical maximum amount of product (1.0 means a 100% yield; for example, 0.34 means a 34% yield). (1) The reactants are Br[C:2]1[CH:7]=[CH:6][CH:5]=[C:4]([Br:8])[N:3]=1.[F:9][C:10]1[CH:15]=[CH:14][C:13]([C:16]([CH3:20])([CH3:19])[CH2:17][NH2:18])=[CH:12][CH:11]=1.CCN(C(C)C)C(C)C. The catalyst is C(#N)C. The product is [Br:8][C:4]1[N:3]=[C:2]([NH:18][CH2:17][C:16]([C:13]2[CH:12]=[CH:11][C:10]([F:9])=[CH:15][CH:14]=2)([CH3:20])[CH3:19])[CH:7]=[CH:6][CH:5]=1. The yield is 0.140. (2) The yield is 0.850. The product is [ClH:3].[NH2:16][N:7]1[CH:8]=[C:4]([Cl:3])[CH:5]=[C:6]1[C:9]([O:11][CH3:12])=[O:10]. The reactants are [H-].[Na+].[Cl:3][C:4]1[CH:5]=[C:6]([C:9]([O:11][CH3:12])=[O:10])[NH:7][CH:8]=1.O.Cl.C[N:16](C=O)C. The catalyst is O1CCOCC1.CCOCC. (3) The yield is 0.740. The product is [C:18](=[O:19])([O:20][CH3:21])[O:10][C:4]1[CH:5]=[CH:6][C:7]([CH3:9])=[CH:8][C:3]=1[O:2][CH3:1]. The reactants are [CH3:1][O:2][C:3]1[CH:8]=[C:7]([CH3:9])[CH:6]=[CH:5][C:4]=1[OH:10].N1C=CC=CC=1.Cl[C:18]([O:20][CH3:21])=[O:19].Cl. The catalyst is ClCCl.CN(C1C=CN=CC=1)C. (4) The reactants are [F:1][C:2]1[C:3]([N+:16]([O-])=O)=[CH:4][C:5]2[CH:6]=[C:7]3[C:13]([CH3:15])([CH3:14])[CH2:12][CH2:11][N:8]3[C:9]=2[CH:10]=1.C([O-])=O.[NH4+]. The catalyst is C(O)C.[Pd]. The product is [F:1][C:2]1[C:3]([NH2:16])=[CH:4][C:5]2[CH:6]=[C:7]3[C:13]([CH3:14])([CH3:15])[CH2:12][CH2:11][N:8]3[C:9]=2[CH:10]=1. The yield is 0.490.